The task is: Predict the product of the given reaction.. This data is from Forward reaction prediction with 1.9M reactions from USPTO patents (1976-2016). (1) Given the reactants [H-].[Na+].[CH2:3]([OH:10])[C:4]1[CH:9]=[CH:8][CH:7]=[CH:6][CH:5]=1.Cl[C:12]1[C:21]2[C:16](=[CH:17][CH:18]=[C:19]([I:22])[CH:20]=2)[N:15]=[CH:14][N:13]=1.C(Cl)Cl, predict the reaction product. The product is: [CH2:3]([O:10][C:12]1[C:21]2[C:16](=[CH:17][CH:18]=[C:19]([I:22])[CH:20]=2)[N:15]=[CH:14][N:13]=1)[C:4]1[CH:9]=[CH:8][CH:7]=[CH:6][CH:5]=1. (2) The product is: [ClH:34].[CH:31]([C:30]1[N:25]2[CH:26]=[CH:27][CH:28]=[CH:29][C:24]2=[N:23][C:22]=1[NH:8][S:9]([C:12]1[CH:13]=[CH:14][C:15]([C:16]([O:18][CH3:19])=[O:17])=[CH:20][CH:21]=1)(=[O:10])=[O:11])([CH3:33])[CH3:32]. Given the reactants C(OC([N:8]([C:22]1[N:23]=[C:24]2[CH:29]=[CH:28][CH:27]=[CH:26][N:25]2[C:30]=1[CH:31]([CH3:33])[CH3:32])[S:9]([C:12]1[CH:21]=[CH:20][C:15]([C:16]([O:18][CH3:19])=[O:17])=[CH:14][CH:13]=1)(=[O:11])=[O:10])=O)(C)(C)C.[ClH:34], predict the reaction product. (3) The product is: [Cl:1][CH2:2][CH2:3][CH2:4][S:5]([O:8][CH2:9][C:10]([CH3:25])([CH3:24])[CH:11]([O:14][CH2:15][C:16]1[CH:21]=[CH:20][C:19]([O:22][CH3:23])=[CH:18][CH:17]=1)[C:12]([OH:28])=[O:13])(=[O:7])=[O:6]. Given the reactants [Cl:1][CH2:2][CH2:3][CH2:4][S:5]([O:8][CH2:9][C:10]([CH3:25])([CH3:24])[CH:11]([O:14][CH2:15][C:16]1[CH:21]=[CH:20][C:19]([O:22][CH3:23])=[CH:18][CH:17]=1)[CH:12]=[O:13])(=[O:7])=[O:6].CC(C)=[O:28], predict the reaction product. (4) Given the reactants [OH:1][C:2]([CH3:29])([CH3:28])[CH2:3][N:4]1[CH:13]=[CH:12][C:11]2[C:6](=[CH:7][CH:8]=[C:9]([C:14]3[N:15]=[N:16][N:17]([C:20]4[CH:25]=[CH:24][C:23]([F:26])=[CH:22][CH:21]=4)[C:18]=3[CH3:19])[CH:10]=2)[C:5]1=[O:27].[H][H], predict the reaction product. The product is: [OH:1][C:2]([CH3:29])([CH3:28])[CH2:3][N:4]1[CH2:13][CH2:12][C:11]2[C:6](=[CH:7][CH:8]=[C:9]([C:14]3[N:15]=[N:16][N:17]([C:20]4[CH:21]=[CH:22][C:23]([F:26])=[CH:24][CH:25]=4)[C:18]=3[CH3:19])[CH:10]=2)[C:5]1=[O:27]. (5) Given the reactants [Cl:1][CH:2]([Cl:4])[CH3:3].[FH:5].[F:6][CH:7]([F:9])[CH3:8].Cl, predict the reaction product. The product is: [F:6][CH:7]([F:9])[CH3:8].[FH:5].[Cl:1][CH:2]([Cl:4])[CH3:3].[Cl:1][CH:2]([F:6])[CH3:3]. (6) Given the reactants [C:1]([C:3]1O[C:5]([C:8](O)=O)=[CH:6][CH:7]=1)#[N:2].[C:11](Cl)(=[O:15])[C:12](Cl)=O.[CH3:17][CH2:18]N(C(C)C)C(C)C.C(=O)(O)[O-].[Na+], predict the reaction product. The product is: [O:15]1[CH:11]=[CH:12][C:18]([C:3]2[CH:7]=[CH:6][CH:5]=[CH:8][C:1]=2[NH2:2])=[CH:17]1. (7) Given the reactants [O:1]([CH2:8][C@H:9]1[O:11][CH2:10]1)[C:2]1[CH:7]=[CH:6][CH:5]=[CH:4][CH:3]=1.[CH3:12][O:13][C:14]1[CH:19]=[CH:18][C:17]([CH:20]([NH:29][C:30](=[O:34])[C@@H:31]([CH3:33])[NH2:32])[C:21]2[CH:26]=[CH:25][C:24]([O:27][CH3:28])=[CH:23][CH:22]=2)=[CH:16][CH:15]=1, predict the reaction product. The product is: [CH3:28][O:27][C:24]1[CH:23]=[CH:22][C:21]([CH:20]([NH:29][C:30](=[O:34])[C@@H:31]([CH3:33])[NH:32][CH2:10][C@H:9]([OH:11])[CH2:8][O:1][C:2]2[CH:3]=[CH:4][CH:5]=[CH:6][CH:7]=2)[C:17]2[CH:18]=[CH:19][C:14]([O:13][CH3:12])=[CH:15][CH:16]=2)=[CH:26][CH:25]=1. (8) Given the reactants [F:1][C:2]1[CH:3]=[C:4]([CH2:9][C@@H:10]([C:25]2[C:30]([C:31]3[CH:32]=[C:33]([CH:37]=[CH:38][CH:39]=3)[C:34]([NH2:36])=[O:35])=[CH:29][CH:28]=[CH:27][N:26]=2)[NH:11][C:12](=[O:24])[CH2:13][C:14]2[C:22]3[C:17](=[CH:18][CH:19]=C(F)C=3)N[CH:15]=2)[CH:5]=[C:6]([F:8])[CH:7]=1.FC(F)(F)C(O)=O.N[C@H](C1C(C2C=C(C=CC=2)C(N)=O)=CC=CN=1)CC1C=C(F)C=C(F)C=1.C1(CC(O)=O)C=CC=CC=1, predict the reaction product. The product is: [F:1][C:2]1[CH:3]=[C:4]([CH2:9][C@@H:10]([C:25]2[C:30]([C:31]3[CH:32]=[C:33]([CH:37]=[CH:38][CH:39]=3)[C:34]([NH2:36])=[O:35])=[CH:29][CH:28]=[CH:27][N:26]=2)[NH:11][C:12](=[O:24])[CH2:13][C:14]2[CH:22]=[CH:17][CH:18]=[CH:19][CH:15]=2)[CH:5]=[C:6]([F:8])[CH:7]=1. (9) Given the reactants [CH3:1][O:2][C:3]1[CH:4]=[C:5]2[C:10](=[CH:11][C:12]=1[O:13][CH2:14][CH:15]1[CH2:17][O:16]1)[N:9]=[CH:8][CH:7]=[C:6]2[O:18][C:19]1[C:20]([CH3:29])=[N:21][C:22]2[C:27]([CH:28]=1)=[CH:26][N:25]=[CH:24][CH:23]=2.FC(F)(F)C(O)=[O:33].[OH-].[Na+].O, predict the reaction product. The product is: [CH3:1][O:2][C:3]1[CH:4]=[C:5]2[C:10](=[CH:11][C:12]=1[O:13][CH2:14][CH:15]([OH:33])[CH2:17][OH:16])[N:9]=[CH:8][CH:7]=[C:6]2[O:18][C:19]1[C:20]([CH3:29])=[N:21][C:22]2[C:27]([CH:28]=1)=[CH:26][N:25]=[CH:24][CH:23]=2. (10) Given the reactants [CH2:1]([O:3][C:4]([C:6]1[C:14]2[C:13](=O)[CH:12](Br)[CH2:11][CH2:10][C:9]=2[N:8](C(OC(C)(C)C)=O)[CH:7]=1)=[O:5])[CH3:2].Cl.[C:25]([NH2:28])(=[NH:27])[CH3:26], predict the reaction product. The product is: [CH2:1]([O:3][C:4]([C:6]1[C:14]2[C:13]3[N:27]=[C:25]([CH3:26])[NH:28][C:12]=3[CH2:11][CH2:10][C:9]=2[NH:8][CH:7]=1)=[O:5])[CH3:2].